Dataset: Full USPTO retrosynthesis dataset with 1.9M reactions from patents (1976-2016). Task: Predict the reactants needed to synthesize the given product. (1) Given the product [C:7]([O:11][C:12]([NH:14][CH:15]([CH2:16][CH:29]([C:25]1[CH:26]=[CH:27][CH:28]=[C:23]([Cl:22])[CH:24]=1)[C:30](=[O:32])[CH3:31])[C:18]([O:20][CH3:21])=[O:19])=[O:13])([CH3:10])([CH3:9])[CH3:8], predict the reactants needed to synthesize it. The reactants are: C(=O)([O-])[O-].[Cs+].[Cs+].[C:7]([O:11][C:12]([NH:14][C@@H:15]([C:18]([O:20][CH3:21])=[O:19])[CH2:16]I)=[O:13])([CH3:10])([CH3:9])[CH3:8].[Cl:22][C:23]1[CH:24]=[C:25]([CH2:29][C:30](=[O:32])[CH3:31])[CH:26]=[CH:27][CH:28]=1. (2) Given the product [OH:29][N:28]=[CH:1][C:3]1[CH:8]=[CH:7][N:6]2[C:9]([C:12]3[CH:13]=[C:14]([NH:18][C:19]([NH:21][CH2:22][C:23]([F:26])([F:25])[F:24])=[O:20])[CH:15]=[CH:16][CH:17]=3)=[CH:10][N:11]=[C:5]2[CH:4]=1, predict the reactants needed to synthesize it. The reactants are: [CH:1]([C:3]1[CH:8]=[CH:7][N:6]2[C:9]([C:12]3[CH:13]=[C:14]([NH:18][C:19]([NH:21][CH2:22][C:23]([F:26])([F:25])[F:24])=[O:20])[CH:15]=[CH:16][CH:17]=3)=[CH:10][N:11]=[C:5]2[CH:4]=1)=O.Cl.[NH2:28][OH:29].C(N(CC)CC)C.CC1C=CC(S(O)(=O)=O)=CC=1.